From a dataset of Full USPTO retrosynthesis dataset with 1.9M reactions from patents (1976-2016). Predict the reactants needed to synthesize the given product. (1) Given the product [O:1]=[C:2]1[C@H:13]([CH2:14][C:15]([OH:17])=[O:16])[CH2:12][CH2:11][CH2:10][CH2:9][CH2:8][C:7](=[O:22])[O:6][C@H:5]([C:23]2[CH:28]=[CH:27][CH:26]=[CH:25][CH:24]=2)[CH2:4][NH:3]1, predict the reactants needed to synthesize it. The reactants are: [O:1]=[C:2]1[C@H:13]([CH2:14][C:15]([O:17]C(C)(C)C)=[O:16])[CH2:12][CH2:11][CH2:10][CH2:9][CH2:8][C:7](=[O:22])[O:6][C@H:5]([C:23]2[CH:28]=[CH:27][CH:26]=[CH:25][CH:24]=2)[CH2:4][NH:3]1.FC(F)(F)C(O)=O. (2) Given the product [C:1]([C:5]1[N:6]=[C:7]([N:14]2[CH2:18][CH2:17][C:16]([F:19])([F:20])[CH2:15]2)[C:8]2[NH:13][N:12]([C@@H:28]([C:23]3[CH:24]=[CH:25][CH:26]=[CH:27][C:22]=3[Cl:21])[CH3:29])[NH:11][C:9]=2[N:10]=1)([CH3:4])([CH3:2])[CH3:3], predict the reactants needed to synthesize it. The reactants are: [C:1]([C:5]1[N:6]=[C:7]([N:14]2[CH2:18][CH2:17][C:16]([F:20])([F:19])[CH2:15]2)[C:8]2[N:13]=[N:12][NH:11][C:9]=2[N:10]=1)([CH3:4])([CH3:3])[CH3:2].[Cl:21][C:22]1[CH:27]=[CH:26][CH:25]=[CH:24][C:23]=1[C@@H:28](O)[CH3:29].C1C=CC(P(C2C=CC=CC=2)C2C=CC=CC=2)=CC=1.CCOC(/N=N/C(OCC)=O)=O. (3) The reactants are: [CH3:1][S:2](Cl)(=[O:4])=[O:3].[F:6][C:7]([F:22])([F:21])[C:8]1[CH:9]=[CH:10][C:11]([CH:14]2[CH2:19][CH:18]([OH:20])[CH2:17][CH2:16][O:15]2)=[N:12][CH:13]=1. Given the product [CH3:1][S:2]([O:20][CH:18]1[CH2:17][CH2:16][O:15][CH:14]([C:11]2[CH:10]=[CH:9][C:8]([C:7]([F:6])([F:21])[F:22])=[CH:13][N:12]=2)[CH2:19]1)(=[O:4])=[O:3], predict the reactants needed to synthesize it. (4) Given the product [CH2:1]([C:3]1[N:12]([CH2:23][C:22]2[CH:25]=[CH:26][C:19]([N+:16]([O-:18])=[O:17])=[CH:20][CH:21]=2)[C:6]2=[N:7][CH:8]=[CH:9][C:10]([CH3:11])=[C:5]2[N:4]=1)[CH3:2], predict the reactants needed to synthesize it. The reactants are: [CH2:1]([C:3]1[NH:12][C:6]2=[N:7][CH:8]=[CH:9][C:10]([CH3:11])=[C:5]2[N:4]=1)[CH3:2].O.[OH-].[Li+].[N+:16]([C:19]1[CH:26]=[CH:25][C:22]([CH2:23]Br)=[CH:21][CH:20]=1)([O-:18])=[O:17].O. (5) Given the product [F:15][C:16]([F:35])([F:34])[S:17]([O:14][C:5]1[C:4]2[C:9](=[CH:10][C:11]([C:12]#[N:13])=[C:2]([F:1])[CH:3]=2)[CH:8]=[N:7][CH:6]=1)(=[O:19])=[O:18], predict the reactants needed to synthesize it. The reactants are: [F:1][C:2]1[CH:3]=[C:4]2[C:9](=[CH:10][C:11]=1[C:12]#[N:13])[CH:8]=[N:7][CH:6]=[C:5]2[OH:14].[F:15][C:16]([F:35])([F:34])[S:17](N(C1C=CC=CC=1)[S:17]([C:16]([F:35])([F:34])[F:15])(=[O:19])=[O:18])(=[O:19])=[O:18]. (6) Given the product [CH2:13]([N:15]1[C:19]2[N:20]=[C:21]([C:31]3[CH:37]=[CH:36][C:34]([NH:35][C:5]([NH:44][C:41]4[CH:42]=[CH:43][N:38]=[CH:39][CH:40]=4)=[O:11])=[CH:33][CH:32]=3)[N:22]=[C:23]([N:24]3[CH2:29][CH2:28][O:27][CH2:26][C@@H:25]3[CH3:30])[C:18]=2[N:17]=[N:16]1)[CH3:14], predict the reactants needed to synthesize it. The reactants are: ClC(Cl)(O[C:5](=[O:11])OC(Cl)(Cl)Cl)Cl.[CH2:13]([N:15]1[C:19]2[N:20]=[C:21]([C:31]3[CH:37]=[CH:36][C:34]([NH2:35])=[CH:33][CH:32]=3)[N:22]=[C:23]([N:24]3[CH2:29][CH2:28][O:27][CH2:26][C@@H:25]3[CH3:30])[C:18]=2[N:17]=[N:16]1)[CH3:14].[N:38]1[CH:43]=[CH:42][C:41]([NH2:44])=[CH:40][CH:39]=1.CCN(CC)CC. (7) Given the product [C:20]1([NH:19][CH:12]([C:13]2[CH:14]=[CH:15][CH:16]=[CH:17][CH:18]=2)[CH2:7][C:8]([O:10][CH3:11])=[O:9])[CH:21]=[CH:22][CH:23]=[CH:24][CH:25]=1, predict the reactants needed to synthesize it. The reactants are: C[Si](C)(C)Cl.Br[CH2:7][C:8]([O:10][CH3:11])=[O:9].[CH:12](=[N:19][C:20]1[CH:25]=[CH:24][CH:23]=[CH:22][CH:21]=1)[C:13]1[CH:18]=[CH:17][CH:16]=[CH:15][CH:14]=1.N. (8) Given the product [CH2:1]([O:3][CH:4]([C:11]1[CH:12]=[CH:13][C:14]([O:17][CH2:24][C:23]2[CH:26]=[CH:27][CH:28]=[C:21]([N+:18]([O-:20])=[O:19])[CH:22]=2)=[CH:15][CH:16]=1)[CH2:5][C:6]([O:8][CH2:9][CH3:10])=[O:7])[CH3:2], predict the reactants needed to synthesize it. The reactants are: [CH2:1]([O:3][CH:4]([C:11]1[CH:16]=[CH:15][C:14]([OH:17])=[CH:13][CH:12]=1)[CH2:5][C:6]([O:8][CH2:9][CH3:10])=[O:7])[CH3:2].[N+:18]([C:21]1[CH:22]=[C:23]([CH:26]=[CH:27][CH:28]=1)[CH2:24]O)([O-:20])=[O:19].C(=O)([O-])[O-].[K+].[K+].